This data is from Reaction yield outcomes from USPTO patents with 853,638 reactions. The task is: Predict the reaction yield, written as a fraction of the theoretical maximum amount of product (1.0 means a 100% yield; for example, 0.34 means a 34% yield). (1) The reactants are [CH3:1][C@H:2]1[C@@H:7]2[CH2:8][CH2:9][C:10]([CH3:12])=[CH:11][C@@H:6]2[C@H:5]([C@H:13]([C:15]([OH:17])=[O:16])[CH3:14])[CH2:4][CH2:3]1.C(O)(C(F)(F)F)=[O:19].[O:25]=[O:26]. The catalyst is ClCCl.C1C=CC(C2C3NC(C(C4C=CC=CC=4)=C4C=CC(=C(C5C=CC=CC=5)C5C=CC(=C(C6C=CC=CC=6)C6C=CC=2N=6)N=5)N4)=CC=3)=CC=1. The product is [CH3:1][C@H:2]1[C@@H:7]2[CH2:8][CH2:9][C@:10]3([CH3:12])[O:25][O:26][C@:6]42[C@H:5]([C@@H:13]([CH3:14])[C:15]([O:17][C@@H:11]4[O:19]3)=[O:16])[CH2:4][CH2:3]1. The yield is 0.500. (2) The reactants are Cl[C:2]1[CH:3]=[C:4]([C:9]2[CH:13]=[C:12]([CH2:14][C:15]3[CH:20]=[CH:19][C:18]([CH2:21][O:22][C:23]4[CH:28]=[CH:27][CH:26]=[CH:25][N:24]=4)=[CH:17][CH:16]=3)[O:11][N:10]=2)[C:5]([NH2:8])=[N:6][CH:7]=1.C(O)=O.C(N(CC)C(C)C)(C)C.O. The catalyst is CN1CCCC1=O.CC(C)([P](C(C)(C)C)([Pd][P](C(C)(C)C)(C(C)(C)C)C(C)(C)C)C(C)(C)C)C.C(OCC)(=O)C. The product is [N:24]1[CH:25]=[CH:26][CH:27]=[CH:28][C:23]=1[O:22][CH2:21][C:18]1[CH:19]=[CH:20][C:15]([CH2:14][C:12]2[O:11][N:10]=[C:9]([C:4]3[C:5]([NH2:8])=[N:6][CH:7]=[CH:2][CH:3]=3)[CH:13]=2)=[CH:16][CH:17]=1. The yield is 0.0200. (3) The reactants are Br[C:2]1[CH:3]=[C:4]2[C:8](=[CH:9][CH:10]=1)[NH:7][N:6]=[C:5]2[C:11]1[CH:16]=[CH:15][C:14]([F:17])=[CH:13][CH:12]=1.[N+:18]([C:21]1[CH:22]=[C:23]([CH:26]=[CH:27][CH:28]=1)[CH:24]=[CH2:25])([O-:20])=[O:19]. No catalyst specified. The product is [N+:18]([C:21]1[CH:22]=[C:23](/[CH:24]=[CH:25]/[C:2]2[CH:3]=[C:4]3[C:8](=[CH:9][CH:10]=2)[NH:7][N:6]=[C:5]3[C:11]2[CH:16]=[CH:15][C:14]([F:17])=[CH:13][CH:12]=2)[CH:26]=[CH:27][CH:28]=1)([O-:20])=[O:19]. The yield is 0.520. (4) The reactants are Cl[C:2]1[C:7]([C:8]([O:10]CC)=[S:9])=[CH:6][N:5]=[C:4]([CH3:13])[N:3]=1.C(N(CC)CC)C.[NH2:21][C@@H:22]([CH2:25][C:26]1[CH:31]=[CH:30][CH:29]=[CH:28][CH:27]=1)[CH2:23][OH:24]. The catalyst is O1CCCC1. The product is [OH:24][CH2:23][C@@H:22]([NH:21][C:2]1[C:7]([C:8]([OH:10])=[S:9])=[CH:6][N:5]=[C:4]([CH3:13])[N:3]=1)[CH2:25][C:26]1[CH:27]=[CH:28][CH:29]=[CH:30][CH:31]=1. The yield is 1.00. (5) The reactants are C(NC(C)C)(C)C.[Li]CCCC.[Br:13][C:14]1[CH:19]=[CH:18][C:17]([F:20])=[C:16]([F:21])[C:15]=1[F:22].[C:23](=[O:25])=[O:24]. The catalyst is C1COCC1. The product is [Br:13][C:14]1[C:15]([F:22])=[C:16]([F:21])[C:17]([F:20])=[C:18]([CH:19]=1)[C:23]([OH:25])=[O:24]. The yield is 0.945. (6) The yield is 0.890. The reactants are Br[C:2]1[C:3]([N+:8]([O-:10])=[O:9])=[N:4][CH:5]=[CH:6][N:7]=1.C([O-])([O-])=O.[K+].[K+].[CH3:17][N:18]1[CH2:23][CH2:22][NH:21][CH2:20][CH2:19]1. The product is [CH3:17][N:18]1[CH2:23][CH2:22][N:21]([C:6]2[CH:5]=[N:4][C:3]([N+:8]([O-:10])=[O:9])=[CH:2][N:7]=2)[CH2:20][CH2:19]1. The catalyst is O1CCOCC1.